Dataset: Forward reaction prediction with 1.9M reactions from USPTO patents (1976-2016). Task: Predict the product of the given reaction. (1) Given the reactants N([O-])=O.[Na+].[CH:5]1([C:8]2[C:13](N)=[C:12]([I:15])[CH:11]=[C:10]([C:16]([F:19])([F:18])[F:17])[N:9]=2)[CH2:7][CH2:6]1.C1C=CN=CC=1.[FH:26], predict the reaction product. The product is: [CH:5]1([C:8]2[C:13]([F:26])=[C:12]([I:15])[CH:11]=[C:10]([C:16]([F:19])([F:18])[F:17])[N:9]=2)[CH2:7][CH2:6]1. (2) Given the reactants [Li]CCCC.[Br:6][C:7]1[CH:12]=[CH:11][C:10](I)=[C:9]([F:14])[CH:8]=1.[CH2:15]([CH:18]1[CH2:23][CH2:22][C:21](=[O:24])[CH2:20][CH2:19]1)[CH2:16][CH3:17], predict the reaction product. The product is: [Br:6][C:7]1[CH:12]=[CH:11][C:10]([C:21]2([OH:24])[CH2:22][CH2:23][CH:18]([CH2:15][CH2:16][CH3:17])[CH2:19][CH2:20]2)=[C:9]([F:14])[CH:8]=1. (3) Given the reactants [N+:1]([C:4]1[CH:12]=[CH:11][CH:10]=[CH:9][C:5]=1[CH2:6][CH2:7][OH:8])([O-:3])=[O:2].C(N(CC)CC)C.[S:20](Cl)([C:23]1[CH:29]=[CH:28][C:26]([CH3:27])=[CH:25][CH:24]=1)(=[O:22])=[O:21], predict the reaction product. The product is: [S:20]([C:23]1[CH:29]=[CH:28][C:26]([CH3:27])=[CH:25][CH:24]=1)([O:8][CH2:7][CH2:6][C:5]1[CH:9]=[CH:10][CH:11]=[CH:12][C:4]=1[N+:1]([O-:3])=[O:2])(=[O:22])=[O:21]. (4) Given the reactants [C:1]([O:4][CH2:5][CH2:6][CH:7]([C:9]1[S:10][C:11]([Br:14])=[CH:12][CH:13]=1)[OH:8])(=[O:3])[CH3:2].[CH3:15][C:16]([Si:19](Cl)([CH3:21])[CH3:20])([CH3:18])[CH3:17].N1C=CN=C1.O, predict the reaction product. The product is: [C:1]([O:4][CH2:5][CH2:6][CH:7]([C:9]1[S:10][C:11]([Br:14])=[CH:12][CH:13]=1)[O:8][Si:19]([C:16]([CH3:18])([CH3:17])[CH3:15])([CH3:21])[CH3:20])(=[O:3])[CH3:2]. (5) Given the reactants [C:1]([C:5]1[CH:10]=[C:9]([F:11])[C:8]([CH3:12])=[CH:7][C:6]=1[O:13][CH2:14][O:15][CH3:16])([CH3:4])([CH3:3])[CH3:2].[Li]CCCC.[C:22](=[O:24])=[O:23], predict the reaction product. The product is: [C:1]([C:5]1[C:6]([O:13][CH2:14][O:15][CH3:16])=[C:7]([C:8]([CH3:12])=[C:9]([F:11])[CH:10]=1)[C:22]([OH:24])=[O:23])([CH3:4])([CH3:2])[CH3:3]. (6) Given the reactants Cl.[Cl:2][C:3]1[CH:4]=[CH:5][C:6]([S:11]([CH2:14][CH3:15])(=[O:13])=[O:12])=[C:7]([CH2:9][NH2:10])[CH:8]=1.[NH2:16][C:17]1[CH:25]=[C:24]([CH2:26][OH:27])[C:23]([C:28]([F:31])([F:30])[F:29])=[CH:22][C:18]=1[C:19](O)=[O:20].NC1C=CC(C(F)(F)F)=CC=1C(NCC1C=C(Br)C=CC=1S(CC)(=O)=O)=O.CN(C(ON1N=NC2C=CC=CC1=2)=[N+](C)C)C.F[P-](F)(F)(F)(F)F, predict the reaction product. The product is: [NH2:16][C:17]1[CH:25]=[C:24]([CH2:26][OH:27])[C:23]([C:28]([F:29])([F:30])[F:31])=[CH:22][C:18]=1[C:19]([NH:10][CH2:9][C:7]1[CH:8]=[C:3]([Cl:2])[CH:4]=[CH:5][C:6]=1[S:11]([CH2:14][CH3:15])(=[O:13])=[O:12])=[O:20].